Dataset: Catalyst prediction with 721,799 reactions and 888 catalyst types from USPTO. Task: Predict which catalyst facilitates the given reaction. (1) Product: [CH3:1][O:2][C:3]1[CH:4]=[C:5]2[C:9](=[CH:10][CH:11]=1)[NH:8][C:7](=[O:12])[C:6]2=[CH:23][C:22]1[NH:21][CH:20]=[C:19]2[C:18]=1[CH2:17][CH2:16][NH:15][C:14]2=[O:13]. The catalyst class is: 8. Reactant: [CH3:1][O:2][C:3]1[CH:4]=[C:5]2[C:9](=[CH:10][CH:11]=1)[NH:8][C:7](=[O:12])[CH2:6]2.[O:13]=[C:14]1[C:19]2=[CH:20][NH:21][C:22]([CH:23]=O)=[C:18]2[CH2:17][CH2:16][NH:15]1.N1CCCCC1. (2) Reactant: [C:1]([C:3]1[CH:4]=[C:5]([CH2:9][CH2:10][C:11]2[C:15]3[C:16](=[O:30])[N:17]([C:24]4[CH:29]=[CH:28][CH:27]=[CH:26][CH:25]=4)[C:18]4[N:19]=[CH:20][CH:21]=[CH:22][C:23]=4[C:14]=3[NH:13][N:12]=2)[CH:6]=[CH:7][CH:8]=1)#N.S(=O)(=O)(O)[OH:32].[OH2:36]. Product: [C:1]([C:3]1[CH:4]=[C:5]([CH2:9][CH2:10][C:11]2[C:15]3[C:16](=[O:30])[N:17]([C:24]4[CH:25]=[CH:26][CH:27]=[CH:28][CH:29]=4)[C:18]4[N:19]=[CH:20][CH:21]=[CH:22][C:23]=4[C:14]=3[NH:13][N:12]=2)[CH:6]=[CH:7][CH:8]=1)([OH:32])=[O:36]. The catalyst class is: 16. (3) Reactant: [Cl:1][C:2]1[C:3]([N:18]2[CH2:23][CH2:22][CH:21]([C:24]([O:26]C)=[O:25])[CH2:20][CH2:19]2)=[N:4][CH:5]=[C:6]([C:11]2[O:12][C:13]([CH2:16][CH3:17])=[CH:14][N:15]=2)[C:7]=1[S:8]([CH3:10])=[O:9].[OH-].[Li+]. Product: [Cl:1][C:2]1[C:3]([N:18]2[CH2:23][CH2:22][CH:21]([C:24]([OH:26])=[O:25])[CH2:20][CH2:19]2)=[N:4][CH:5]=[C:6]([C:11]2[O:12][C:13]([CH2:16][CH3:17])=[CH:14][N:15]=2)[C:7]=1[S:8]([CH3:10])=[O:9]. The catalyst class is: 1. (4) The catalyst class is: 5. Reactant: C(OC([N:8]1[CH2:12][C@H:11]([CH2:13][CH2:14][CH3:15])[C@@H:10]([OH:16])[CH2:9]1)=O)(C)(C)C.[ClH:17]. Product: [ClH:17].[OH:16][C@@H:10]1[C@@H:11]([CH2:13][CH2:14][CH3:15])[CH2:12][NH:8][CH2:9]1. (5) Reactant: [Cl:1][C:2]1[N:7]=[N:6][C:5]([NH2:8])=[CH:4][C:3]=1[C:9]1[CH:14]=[CH:13][CH:12]=[CH:11][CH:10]=1.C([O-])(O)=O.[Na+].[Br:20]Br. Product: [Br:20][C:4]1[C:3]([C:9]2[CH:14]=[CH:13][CH:12]=[CH:11][CH:10]=2)=[C:2]([Cl:1])[N:7]=[N:6][C:5]=1[NH2:8]. The catalyst class is: 5. (6) Reactant: [NH2:1][CH2:2][CH:3]1[CH2:8][CH2:7][O:6][CH2:5][CH2:4]1.[Cl:9][C:10]1[CH:11]=[CH:12][C:13]2[N:18]=[C:17]([C:19]3[C:28]4[C:23](=[CH:24][CH:25]=[CH:26][CH:27]=4)[CH:22]=[CH:21][CH:20]=3)[O:16][C:15](=[O:29])[C:14]=2[CH:30]=1.C(N(C(C)C)CC)(C)C. Product: [Cl:9][C:10]1[CH:11]=[CH:12][C:13]([NH:18][C:17]([C:19]2[C:28]3[C:23](=[CH:24][CH:25]=[CH:26][CH:27]=3)[CH:22]=[CH:21][CH:20]=2)=[O:16])=[C:14]([C:15]([NH:1][CH2:2][CH:3]2[CH2:8][CH2:7][O:6][CH2:5][CH2:4]2)=[O:29])[CH:30]=1. The catalyst class is: 3. (7) Reactant: [Cl:1][C:2]1[N:3]=[C:4](Cl)[C:5]2[N:10]=[CH:9][S:8][C:6]=2[N:7]=1.[CH3:12][O:13][C:14]1[CH:15]=[CH:16][C:17]([NH2:22])=[N:18][C:19]=1[O:20][CH3:21].CCN(C(C)C)C(C)C.O. Product: [Cl:1][C:2]1[N:3]=[C:4]([NH:22][C:17]2[CH:16]=[CH:15][C:14]([O:13][CH3:12])=[C:19]([O:20][CH3:21])[N:18]=2)[C:5]2[N:10]=[CH:9][S:8][C:6]=2[N:7]=1. The catalyst class is: 16.